This data is from Full USPTO retrosynthesis dataset with 1.9M reactions from patents (1976-2016). The task is: Predict the reactants needed to synthesize the given product. (1) Given the product [CH2:23]([O:30][C:3]1[N:8]=[C:7]([O:9][C:10]2[CH:11]=[C:12]([CH:15]=[C:16]([CH3:18])[CH:17]=2)[C:13]#[N:14])[C:6]([CH:19]([CH3:21])[CH3:20])=[C:5]([O:30][CH2:23][C:24]2[CH:29]=[CH:28][CH:27]=[CH:26][CH:25]=2)[N:4]=1)[C:24]1[CH:29]=[CH:28][CH:27]=[CH:26][CH:25]=1, predict the reactants needed to synthesize it. The reactants are: [Na].Cl[C:3]1[N:8]=[C:7]([O:9][C:10]2[CH:11]=[C:12]([CH:15]=[C:16]([CH3:18])[CH:17]=2)[C:13]#[N:14])[C:6]([CH:19]([CH3:21])[CH3:20])=[C:5](Cl)[N:4]=1.[CH2:23]([OH:30])[C:24]1[CH:29]=[CH:28][CH:27]=[CH:26][CH:25]=1. (2) Given the product [N:1]([C@@H:4]1[CH2:13][C:12]2[C:7](=[CH:8][CH:9]=[C:10]([Br:23])[CH:11]=2)[N:6]([C:14]([O:16][CH3:17])=[O:15])[CH2:5]1)=[N+:2]=[N-:3], predict the reactants needed to synthesize it. The reactants are: [N:1]([C@@H:4]1[CH2:13][C:12]2[C:7](=[CH:8][CH:9]=[CH:10][CH:11]=2)[N:6]([C:14]([O:16][CH3:17])=[O:15])[CH2:5]1)=[N+:2]=[N-:3].C(O[Na])(C)=O.[Br:23]Br. (3) The reactants are: [C:1]1([C:7]2[C:15]3[C:10](=[CH:11][C:12]([C:16]([O:18][CH3:19])=[O:17])=[CH:13][CH:14]=3)[N:9](C(OC(C)(C)C)=O)[CH:8]=2)[CH:6]=[CH:5][CH:4]=[CH:3][CH:2]=1.[C:27]([OH:33])([C:29]([F:32])([F:31])[F:30])=[O:28]. Given the product [OH:33][C:27]([C:29]([F:32])([F:31])[F:30])=[O:28].[C:1]1([C:7]2[C:15]3[C:10](=[CH:11][C:12]([C:16]([O:18][CH3:19])=[O:17])=[CH:13][CH:14]=3)[NH:9][CH:8]=2)[CH:2]=[CH:3][CH:4]=[CH:5][CH:6]=1, predict the reactants needed to synthesize it. (4) Given the product [F:25][C:26]1([F:34])[CH2:30][N:29]([C:21]2[N:20]=[CH:19][C:16]3[C:17]4[N:11]([CH:10]=[C:9]([C:8]5[N:4]([CH:1]([CH3:2])[CH3:3])[N:5]=[CH:6][N:7]=5)[N:18]=4)[CH2:12][CH2:13][O:14][C:15]=3[CH:22]=2)[C@H:28]([C:31]([NH2:33])=[O:32])[CH2:27]1, predict the reactants needed to synthesize it. The reactants are: [CH:1]([N:4]1[C:8]([C:9]2[N:18]=[C:17]3[N:11]([CH2:12][CH2:13][O:14][C:15]4[CH:22]=[C:21](O)[N:20]=[CH:19][C:16]=43)[CH:10]=2)=[N:7][CH:6]=[N:5]1)([CH3:3])[CH3:2].Cl.[F:25][C:26]1([F:34])[CH2:30][NH:29][C@H:28]([C:31]([NH2:33])=[O:32])[CH2:27]1.CCN(C(C)C)C(C)C.C(#N)C. (5) Given the product [F:1][C:2]1[CH:7]=[CH:6][C:5]([O:8][C:9](=[O:24])[N:10]([C@H:12]2[C@H:16]([C:17]3[CH:22]=[CH:21][C:20]([Cl:23])=[CH:19][CH:18]=3)[CH2:15][N:14]([C:32]([CH:29]3[CH2:30][CH2:31][C:26]([F:35])([F:25])[CH2:27][CH2:28]3)=[O:33])[CH2:13]2)[CH3:11])=[CH:4][CH:3]=1, predict the reactants needed to synthesize it. The reactants are: [F:1][C:2]1[CH:7]=[CH:6][C:5]([O:8][C:9](=[O:24])[N:10]([C@H:12]2[C@H:16]([C:17]3[CH:22]=[CH:21][C:20]([Cl:23])=[CH:19][CH:18]=3)[CH2:15][NH:14][CH2:13]2)[CH3:11])=[CH:4][CH:3]=1.[F:25][C:26]1([F:35])[CH2:31][CH2:30][CH:29]([C:32](O)=[O:33])[CH2:28][CH2:27]1. (6) Given the product [CH3:21][N:22]([CH3:34])[C:23]([C:25]1[CH:30]=[CH:29][C:28]([C:2]2[CH:7]=[CH:6][C:5]([C:8]3[O:9][C:10]([CH3:20])=[C:11]([CH2:13][CH2:14][N:15]4[CH2:19][CH2:18][CH2:17][CH2:16]4)[N:12]=3)=[CH:4][CH:3]=2)=[CH:27][CH:26]=1)=[O:24], predict the reactants needed to synthesize it. The reactants are: Br[C:2]1[CH:7]=[CH:6][C:5]([C:8]2[O:9][C:10]([CH3:20])=[C:11]([CH2:13][CH2:14][N:15]3[CH2:19][CH2:18][CH2:17][CH2:16]3)[N:12]=2)=[CH:4][CH:3]=1.[CH3:21][N:22]([CH3:34])[C:23]([C:25]1[CH:30]=[CH:29][C:28](B(O)O)=[CH:27][CH:26]=1)=[O:24].